From a dataset of Experimentally validated miRNA-target interactions with 360,000+ pairs, plus equal number of negative samples. Binary Classification. Given a miRNA mature sequence and a target amino acid sequence, predict their likelihood of interaction. (1) The miRNA is hsa-miR-30a-3p with sequence CUUUCAGUCGGAUGUUUGCAGC. The protein sequence of the target gene is MDRMTEDALRLNLLKRSLDPADERDDVLAKRLKMEGHEAMERLKMLALLKRKDLANLEVPHELPTKQDGSGVKGYEEKLNGNLRPHGDNRTAGRPGKENINDEPVDMSARRSEPERGRLTPSPDIIVLSDNEASSPRSSSRMEERLKAANLEMFKGKGIEERQQLIKQLRDELRLEEARLVLLKKLRQSQLQKENVVQKTPVVQNAASIVQPSPAHVGQQGLSKLPSRPGAQGVEPQNLRTLQGHSVIRSATNTTLPHMLMSQRVIAPNPAQLQGQRGPPKPGLVRTTTPNMNPAINYQP.... Result: 1 (interaction). (2) The miRNA is hsa-miR-3123 with sequence CAGAGAAUUGUUUAAUC. The protein sequence of the target gene is MGDPNSRKKQALNRLRAQLRKKKESLADQFDFKMYIAFVFKEKKKKSALFEVSEVIPVMTNNYEENILKGVRDSSYSLESSLELLQKDVVQLHAPRYQSMRRDVIGCTQEMDFILWPRNDIEKIVCLLFSRWKESDEPFRPVQAKFEFHHGDYEKQFLHVLSRKDKTGIVVNNPNQSVFLFIDRQHLQTPKNKATIFKLCSICLYLPQEQLTHWAVGTIEDHLRPYMPE. Result: 0 (no interaction). (3) The miRNA is hsa-miR-484 with sequence UCAGGCUCAGUCCCCUCCCGAU. The protein sequence of the target gene is MTTEQARGQQGPNLAIGRQKPPAGVVTPKSDAEEPPLTRKRSKKERGLRGSRKRTGSSGEQTGPEAPGSSNNPPSTGEGPAGAPPASPGPASSRQSHRHRPDSLHDAAQRTYGPLLNRVFGKDRELGPEELDELQAAFEEFDTDRDGYISHRELGDCMRTLGYMPTEMELLEVSQHIKMRMGGRVDFEEFVELIGPKLREETAHMLGVRELRIAFREFDRDRDGRITVAELREAVPALLGEPLAGPELDEMLREVDLNGDGTVDFDEFVMMLSRH. Result: 1 (interaction). (4) The miRNA is dme-miR-13a-3p with sequence UAUCACAGCCAUUUUGAUGAGU. The protein sequence of the target gene is MTARAWASWRSSALLLLLVPGYFPLSHPMTVAGPVGGSLSVQCRYEKEHRTLNKFWCRPPQILRCDKIVETKGSAGKRNGRVSIRDSPANLSFTVTLENLTEEDAGTYWCGVDTPWLRDFHDPIVEVEVSVFPAGTTTASSPQSSMGTSGPPTKLPVHTWPSVTRKDSPEPSPHPGSLFSNVRFLLLVLLELPLLLSMLGAVLWVNRPQRSSRSRQNWPKGENQ. Result: 0 (no interaction). (5) The miRNA is hsa-miR-4281 with sequence GGGUCCCGGGGAGGGGGG. The protein sequence of the target gene is MGRRVPALRQLLVLAMLVLKQSQLHSPELSGSRCPEPCDCAPDGALRCPGPRAGLARLSLTYLPVKVIPSQAFRGLNEVVKIEISQSDSLERIEANAFDNLLNLSEILIQNTKNLLYIEPGAFTNLPRLKYLSICNTGIRTLPDVSKISSSEFNFILEICDNLYITTIPGNAFQGMNNESITLKLYGNGFEEVQSHAFNGTTLISLELKENIYLEKMHSGTFQGATGPSILDVSSTKLQALPSHGLESIQTLIATSSYSLKTLPSREKFTSLLVATLTYPSHCCAFRNLPKKEQNFSFSI.... Result: 0 (no interaction). (6) The miRNA is mmu-miR-133b-3p with sequence UUUGGUCCCCUUCAACCAGCUA. The protein sequence of the target gene is MEDYQAAEETAFVVDEVSNIVKEAIESAIGGNAYQHSKVNQWTTNVVEQTLSQLTKLGKPFKYIVTCVIMQKNGAGLHTASSCFWDSSTDGSCTVRWENKTMYCIVSAFGLSI. Result: 0 (no interaction). (7) The miRNA is mmu-miR-9768-3p with sequence ACUGCCUUCCUUUGUGUGGCCCAG. The protein sequence of the target gene is MRRVLRLLLGCFLTELCARMCRAQERSGHGQLAQLGGVLLLTGGNRSGAASGEAGEGVGGSDAPPTRAPTPDSCRGYFDVMGQWDPPFNCSSGDFIFCCGTCGFRFCCTFKKRRLNQSTCTNYDTPLWLNTGKPPARKDDPLHDPTKDKTNLIVYIICGVVAVMVLVGIFTKLGLEKAHRPQREHMSRALADVMRPQGHCNTDHMERDLNIVVHVQHYENMDSRTPINNLHTTQMNNAVPTSPLLQQMGHPHSYPNLGQISNPYEQQPPGKELNKYASLKAVGNSDGDWAVATLKSPKAD.... Result: 0 (no interaction). (8) The miRNA is hsa-miR-193b-3p with sequence AACUGGCCCUCAAAGUCCCGCU. The protein sequence of the target gene is MRGSHRAAPALRPRGRLWPVLAVLAAAAAAGCAQAAMDECTDEGGRPQRCMPEFVNAAFNVTVVATNTCGTPPEEYCVQTGVTGVTKSCHLCDAGQPHLQHGAAFLTDYNNQADTTWWQSQTMLAGVQYPSSINLTLHLGKAFDITYVRLKFHTSRPESFAIYKRTREDGPWIPYQYYSGSCENTYSKANRGFIRTGGDEQQALCTDEFSDISPLTGGNVAFSTLEGRPSAYNFDNSPVLQEWVTATDIRVTLNRLNTFGDEVFNDPKVLKSYYYAISDFAVGGRCKCNGHASECMKNEF.... Result: 1 (interaction).